Dataset: Reaction yield outcomes from USPTO patents with 853,638 reactions. Task: Predict the reaction yield, written as a fraction of the theoretical maximum amount of product (1.0 means a 100% yield; for example, 0.34 means a 34% yield). (1) The reactants are Br[C:2]1[CH:7]=[C:6]([C:8]2[C:9]([C:17]3[S:18][C:19]([Cl:22])=[CH:20][CH:21]=3)=[N:10][N:11]([CH:13]([CH2:15][CH3:16])[CH3:14])[CH:12]=2)[CH:5]=[CH:4][N:3]=1.[CH:23]1([C:26]#[CH:27])[CH2:25][CH2:24]1.C(N(CC)C(C)C)(C)C. The catalyst is O1CCCC1.[Cu](I)I.Cl[Pd](Cl)([P](C1C=CC=CC=1)(C1C=CC=CC=1)C1C=CC=CC=1)[P](C1C=CC=CC=1)(C1C=CC=CC=1)C1C=CC=CC=1. The product is [CH:13]([N:11]1[CH:12]=[C:8]([C:6]2[CH:5]=[CH:4][N:3]=[C:2]([C:27]#[C:26][CH:23]3[CH2:25][CH2:24]3)[CH:7]=2)[C:9]([C:17]2[S:18][C:19]([Cl:22])=[CH:20][CH:21]=2)=[N:10]1)([CH2:15][CH3:16])[CH3:14]. The yield is 0.510. (2) The product is [C:33]([C:32]1[CH:31]=[CH:30][C:29]([CH2:28][NH:27][C:3]2[C:4]3[CH2:10][CH2:9][N:8]([C:11](=[O:16])[C:12]([F:15])([F:14])[F:13])[CH2:7][CH2:6][C:5]=3[CH:17]=[CH:18][C:2]=2[Cl:1])=[CH:42][CH:41]=1)(=[O:34])[C:35]1[CH:36]=[CH:37][CH:38]=[CH:39][CH:40]=1. The yield is 0.960. No catalyst specified. The reactants are [Cl:1][C:2]1[CH:18]=[CH:17][C:5]2[CH2:6][CH2:7][N:8]([C:11](=[O:16])[C:12]([F:15])([F:14])[F:13])[CH2:9][CH2:10][C:4]=2[C:3]=1OS(C(F)(F)F)(=O)=O.[NH2:27][CH2:28][C:29]1[CH:42]=[CH:41][C:32]([C:33]([C:35]2[CH:40]=[CH:39][CH:38]=[CH:37][CH:36]=2)=[O:34])=[CH:31][CH:30]=1. (3) The reactants are [H-].[Na+].[CH2:3]([OH:5])[CH3:4].[Cl:6][C:7]1[CH:23]=[C:22]([Cl:24])[CH:21]=[CH:20][C:8]=1[CH2:9][NH:10][C:11](=[O:19])[C:12]1[CH:17]=[CH:16][N:15]=[C:14](F)[CH:13]=1. The catalyst is CN(C)C(=O)C. The product is [Cl:6][C:7]1[CH:23]=[C:22]([Cl:24])[CH:21]=[CH:20][C:8]=1[CH2:9][NH:10][C:11](=[O:19])[C:12]1[CH:17]=[CH:16][N:15]=[C:14]([O:5][CH2:3][CH3:4])[CH:13]=1. The yield is 0.429. (4) The reactants are C([N:8](CC1C=CC=CC=1)[C:9]1[CH:14]=[CH:13][C:12]([C:15]([F:18])([F:17])[F:16])=[C:11]([O:19][CH3:20])[N:10]=1)C1C=CC=CC=1. The catalyst is CO.CC(O)=O.[OH-].[Pd+2].[OH-]. The product is [CH3:20][O:19][C:11]1[N:10]=[C:9]([NH2:8])[CH:14]=[CH:13][C:12]=1[C:15]([F:18])([F:16])[F:17]. The yield is 0.900. (5) The reactants are [S:1]([N:11]1[C:15]2=[N:16][CH:17]=[C:18]([CH:20](O)[CH3:21])[N:19]=[C:14]2[CH:13]=[CH:12]1)([C:4]1[CH:10]=[CH:9][C:7]([CH3:8])=[CH:6][CH:5]=1)(=[O:3])=[O:2].O=S(Cl)Cl.[N-:27]=[N+:28]=[N-:29].[Na+].O. The catalyst is C(Cl)Cl.CCOC(C)=O.C([O-])(O)=O.[Na+]. The product is [N:27]([CH:20]([C:18]1[N:19]=[C:14]2[CH:13]=[CH:12][N:11]([S:1]([C:4]3[CH:10]=[CH:9][C:7]([CH3:8])=[CH:6][CH:5]=3)(=[O:3])=[O:2])[C:15]2=[N:16][CH:17]=1)[CH3:21])=[N+:28]=[N-:29]. The yield is 1.00. (6) The product is [CH2:11]1[C:9]2([CH2:12][N:13]([C:16]3[C:17]4[CH:24]=[CH:23][NH:22][C:18]=4[N:19]=[CH:20][N:21]=3)[CH2:14][CH2:15][NH:8]2)[CH2:10]1. The reactants are C([N:8]1[CH2:15][CH2:14][N:13]([C:16]2[C:17]3[CH:24]=[CH:23][NH:22][C:18]=3[N:19]=[CH:20][N:21]=2)[CH2:12][C:9]21[CH2:11][CH2:10]2)C1C=CC=CC=1.C([O-])=O.[NH4+]. The catalyst is CO.[Pd]. The yield is 0.830.